This data is from Forward reaction prediction with 1.9M reactions from USPTO patents (1976-2016). The task is: Predict the product of the given reaction. (1) The product is: [Br:11][CH2:12][CH2:13][CH2:14][CH2:15][CH2:16][CH2:17][CH2:18][CH2:19][CH2:20][CH2:21][O:22][CH2:3][C:4]1[CH:9]=[CH:8][CH:7]=[CH:6][CH:5]=1. Given the reactants [H-].[Na+].[CH2:3](Br)[C:4]1[CH:9]=[CH:8][CH:7]=[CH:6][CH:5]=1.[Br:11][CH2:12][CH2:13][CH2:14][CH2:15][CH2:16][CH2:17][CH2:18][CH2:19][CH2:20][CH2:21][OH:22], predict the reaction product. (2) Given the reactants [O:1]1[CH2:6][CH2:5][N:4]([C:7]2[N:12]=[C:11]([N:13]3[CH2:18][CH2:17][O:16][CH2:15][CH2:14]3)[N:10]=[C:9]([C:19]3[CH:24]=[CH:23][C:22]([NH:25][C:26](=[O:37])[NH:27][C:28]4[CH:36]=[CH:35][C:31]([C:32](O)=[O:33])=[CH:30][CH:29]=4)=[CH:21][CH:20]=3)[N:8]=2)[CH2:3][CH2:2]1.CCN(C(C)C)C(C)C.CN(C(ON1N=NC2C=CC=CC1=2)=[N+](C)C)C.F[P-](F)(F)(F)(F)F.[N:71]1([CH:76]2[CH2:81][CH2:80][NH:79][CH2:78][CH2:77]2)[CH2:75][CH2:74][CH2:73][CH2:72]1, predict the reaction product. The product is: [O:16]1[CH2:17][CH2:18][N:13]([C:11]2[N:12]=[C:7]([N:4]3[CH2:3][CH2:2][O:1][CH2:6][CH2:5]3)[N:8]=[C:9]([C:19]3[CH:24]=[CH:23][C:22]([NH:25][C:26]([NH:27][C:28]4[CH:29]=[CH:30][C:31]([C:32]([N:79]5[CH2:80][CH2:81][CH:76]([N:71]6[CH2:75][CH2:74][CH2:73][CH2:72]6)[CH2:77][CH2:78]5)=[O:33])=[CH:35][CH:36]=4)=[O:37])=[CH:21][CH:20]=3)[N:10]=2)[CH2:14][CH2:15]1. (3) Given the reactants [Cl:1][C:2]1[CH:11]=[CH:10][C:5]([C:6]([O:8]C)=[O:7])=[CH:4][C:3]=1[CH2:12][N:13]1[CH:17]=[CH:16][C:15]([NH:18][C:19]([C:21]2[C:26]([F:27])=[CH:25][CH:24]=[CH:23][C:22]=2[F:28])=[O:20])=[N:14]1.[OH-].[Na+], predict the reaction product. The product is: [Cl:1][C:2]1[CH:11]=[CH:10][C:5]([C:6]([OH:8])=[O:7])=[CH:4][C:3]=1[CH2:12][N:13]1[CH:17]=[CH:16][C:15]([NH:18][C:19]([C:21]2[C:26]([F:27])=[CH:25][CH:24]=[CH:23][C:22]=2[F:28])=[O:20])=[N:14]1. (4) Given the reactants [Si:1]([O:8][C:9]1([CH2:12][OH:13])[CH2:11][CH2:10]1)([C:4]([CH3:7])([CH3:6])[CH3:5])([CH3:3])[CH3:2].[F:14][C:15]1[CH:16]=[C:17]([N:22]2[C:26]([CH3:28])([CH3:27])[C:25](=[O:29])[N:24]([C:30]3[CH:37]=[CH:36][C:33]([C:34]#[N:35])=[C:32]([C:38]([F:41])([F:40])[F:39])[CH:31]=3)[C:23]2=[S:42])[CH:18]=[CH:19][C:20]=1O.N(C(N1CCCCC1)=O)=NC(N1CCCCC1)=O.C(P(CCCC)CCCC)CCC, predict the reaction product. The product is: [Si:1]([O:8][C:9]1([CH2:12][O:13][C:20]2[CH:19]=[CH:18][C:17]([N:22]3[C:26]([CH3:27])([CH3:28])[C:25](=[O:29])[N:24]([C:30]4[CH:37]=[CH:36][C:33]([C:34]#[N:35])=[C:32]([C:38]([F:40])([F:39])[F:41])[CH:31]=4)[C:23]3=[S:42])=[CH:16][C:15]=2[F:14])[CH2:10][CH2:11]1)([C:4]([CH3:7])([CH3:6])[CH3:5])([CH3:3])[CH3:2].